From a dataset of Full USPTO retrosynthesis dataset with 1.9M reactions from patents (1976-2016). Predict the reactants needed to synthesize the given product. Given the product [ClH:30].[NH2:7][CH2:8][CH2:9][O:10][C:11]1[CH:16]=[C:15]([C:17]2[CH:18]=[C:19]3[C:24](=[CH:25][CH:26]=2)[N:23]([CH3:27])[C:22](=[O:28])[CH2:21][CH2:20]3)[CH:14]=[N:13][CH:12]=1, predict the reactants needed to synthesize it. The reactants are: C(OC(=O)[NH:7][CH2:8][CH2:9][O:10][C:11]1[CH:12]=[N:13][CH:14]=[C:15]([C:17]2[CH:18]=[C:19]3[C:24](=[CH:25][CH:26]=2)[N:23]([CH3:27])[C:22](=[O:28])[CH2:21][CH2:20]3)[CH:16]=1)(C)(C)C.[ClH:30].O1CCOCC1.